From a dataset of Full USPTO retrosynthesis dataset with 1.9M reactions from patents (1976-2016). Predict the reactants needed to synthesize the given product. Given the product [C:50]([OH:53])(=[O:52])[CH3:51].[C:50]([OH:53])(=[O:52])[CH3:51].[NH2:1][C:2]1[N:7]=[CH:6][N:5]=[C:4]2[N:8]([C:33]3[CH:38]=[CH:37][C:36]([CH2:39][N:41]4[CH2:46][CH2:45][CH:44]([CH2:47][CH2:48][OH:49])[CH2:43][CH2:42]4)=[CH:35][CH:34]=3)[N:9]=[C:10]([C:11]3[CH:16]=[CH:15][C:14]([NH:17][C:18](=[O:30])[C:19]4[CH:24]=[CH:23][C:22]([C:25]([F:26])([F:27])[F:28])=[CH:21][C:20]=4[F:29])=[C:13]([O:31][CH3:32])[CH:12]=3)[C:3]=12, predict the reactants needed to synthesize it. The reactants are: [NH2:1][C:2]1[N:7]=[CH:6][N:5]=[C:4]2[N:8]([C:33]3[CH:38]=[CH:37][C:36]([CH:39]=O)=[CH:35][CH:34]=3)[N:9]=[C:10]([C:11]3[CH:16]=[CH:15][C:14]([NH:17][C:18](=[O:30])[C:19]4[CH:24]=[CH:23][C:22]([C:25]([F:28])([F:27])[F:26])=[CH:21][C:20]=4[F:29])=[C:13]([O:31][CH3:32])[CH:12]=3)[C:3]=12.[NH:41]1[CH2:46][CH2:45][CH:44]([CH2:47][CH2:48][OH:49])[CH2:43][CH2:42]1.[C:50]([O:53][BH-]([O:53][C:50](=[O:52])[CH3:51])[O:53][C:50](=[O:52])[CH3:51])(=[O:52])[CH3:51].[Na+].ClC(Cl)C.[OH-].[Na+].